From a dataset of Peptide-MHC class I binding affinity with 185,985 pairs from IEDB/IMGT. Regression. Given a peptide amino acid sequence and an MHC pseudo amino acid sequence, predict their binding affinity value. This is MHC class I binding data. (1) The peptide sequence is YSKPWMAFF. The MHC is HLA-B46:01 with pseudo-sequence HLA-B46:01. The binding affinity (normalized) is 0.392. (2) The binding affinity (normalized) is 0.716. The peptide sequence is LRFPGQLNA. The MHC is HLA-B27:05 with pseudo-sequence HLA-B27:05. (3) The peptide sequence is LIPDGDGEV. The MHC is HLA-A01:01 with pseudo-sequence HLA-A01:01. The binding affinity (normalized) is 0.0847. (4) The peptide sequence is YMTLQAVTF. The MHC is HLA-A24:03 with pseudo-sequence HLA-A24:03. The binding affinity (normalized) is 0.764. (5) The peptide sequence is RPRLCTREEF. The MHC is HLA-A24:02 with pseudo-sequence HLA-A24:02. The binding affinity (normalized) is 0.